From a dataset of Full USPTO retrosynthesis dataset with 1.9M reactions from patents (1976-2016). Predict the reactants needed to synthesize the given product. (1) Given the product [CH3:13][O:12][C:9]1[CH:10]=[C:11]2[C:6](=[CH:7][C:8]=1[O:14][CH3:15])[N:5]=[CH:4][CH:3]=[C:2]2[O:19][C:18]1[CH:20]=[CH:21][CH:22]=[CH:23][C:17]=1[C:16]([O:25][CH2:26][CH2:27][CH2:28][CH3:29])=[O:24], predict the reactants needed to synthesize it. The reactants are: Cl[C:2]1[C:11]2[C:6](=[CH:7][C:8]([O:14][CH3:15])=[C:9]([O:12][CH3:13])[CH:10]=2)[N:5]=[CH:4][CH:3]=1.[C:16]([O:25][CH2:26][CH2:27][CH2:28][CH3:29])(=[O:24])[C:17]1[C:18](=[CH:20][CH:21]=[CH:22][CH:23]=1)[OH:19]. (2) Given the product [C:8]1([NH:1][C@@H:2]([CH3:6])[CH2:3][C:4]#[N:5])[CH:13]=[CH:12][CH:11]=[CH:10][CH:9]=1, predict the reactants needed to synthesize it. The reactants are: [NH2:1][C@@H:2]([CH3:6])[CH2:3][C:4]#[N:5].Br[C:8]1[CH:13]=[CH:12][CH:11]=[CH:10][CH:9]=1.C(=O)([O-])[O-].[Cs+].[Cs+].C(Cl)Cl. (3) Given the product [F:1][C:2]1[CH:7]=[C:6]([N:8]2[CH:13]=[CH:12][CH:11]=[CH:10][C:9]2=[O:14])[CH:5]=[CH:4][C:3]=1[NH:15][C:16]([CH:18]1[CH2:22][C@H:21]([NH:23][C:24]([C:26]2[S:27][C:28]([Cl:31])=[CH:29][CH:30]=2)=[O:25])[CH:20]([NH:34][CH3:33])[CH2:19]1)=[O:17], predict the reactants needed to synthesize it. The reactants are: [F:1][C:2]1[CH:7]=[C:6]([N:8]2[CH:13]=[CH:12][CH:11]=[CH:10][C:9]2=[O:14])[CH:5]=[CH:4][C:3]=1[NH:15][C:16]([C@@H:18]1[CH2:22][C@H:21]([NH:23][C:24]([C:26]2[S:27][C:28]([Cl:31])=[CH:29][CH:30]=2)=[O:25])[C:20](=O)[CH2:19]1)=[O:17].[CH3:33][NH2:34]. (4) Given the product [C:1]1([C:21]2[CH:26]=[CH:25][CH:24]=[CH:23][CH:22]=2)[CH:2]=[CH:3][C:4]([C:7]([NH:9][C:10]2[CH:18]=[CH:17][C:13]([C:14]([OH:16])=[O:15])=[C:12]([OH:19])[CH:11]=2)=[O:8])=[CH:5][CH:6]=1, predict the reactants needed to synthesize it. The reactants are: [C:1]1([C:21]2[CH:26]=[CH:25][CH:24]=[CH:23][CH:22]=2)[CH:6]=[CH:5][C:4]([C:7]([NH:9][C:10]2[CH:18]=[CH:17][C:13]([C:14]([OH:16])=[O:15])=[C:12]([O:19]C)[CH:11]=2)=[O:8])=[CH:3][CH:2]=1.B(Br)(Br)Br.